Dataset: Full USPTO retrosynthesis dataset with 1.9M reactions from patents (1976-2016). Task: Predict the reactants needed to synthesize the given product. (1) Given the product [NH2:1][C:2]1[N:7]=[C:6]([C:17]2[CH:18]=[CH:19][C:14]([F:13])=[CH:15][CH:16]=2)[C:5]([C:9]#[N:10])=[C:4]([S:11][CH3:12])[N:3]=1, predict the reactants needed to synthesize it. The reactants are: [NH2:1][C:2]1[N:7]=[C:6](Cl)[C:5]([C:9]#[N:10])=[C:4]([S:11][CH3:12])[N:3]=1.[F:13][C:14]1[CH:19]=[CH:18][C:17](B(O)O)=[CH:16][CH:15]=1.C(=O)([O-])[O-].[K+].[K+]. (2) Given the product [CH3:22][N:19]1[C:18]2[CH:23]=[CH:24][C:15](/[C:12](/[CH2:13][CH3:14])=[C:11](\[C:25]3[CH:30]=[CH:29][C:28]([OH:31])=[CH:27][CH:26]=3)/[C:8]3[CH:9]=[CH:10][C:5]([O:4][CH2:3][CH2:2][NH:33][CH3:32])=[CH:6][CH:7]=3)=[CH:16][C:17]=2[N:21]=[CH:20]1, predict the reactants needed to synthesize it. The reactants are: Cl[CH2:2][CH2:3][O:4][C:5]1[CH:10]=[CH:9][C:8](/[C:11](/[C:25]2[CH:30]=[CH:29][C:28]([OH:31])=[CH:27][CH:26]=2)=[C:12](/[C:15]2[CH:24]=[CH:23][C:18]3[N:19]([CH3:22])[CH:20]=[N:21][C:17]=3[CH:16]=2)\[CH2:13][CH3:14])=[CH:7][CH:6]=1.[CH3:32][NH2:33]. (3) Given the product [C:3]([O:7][C:8](=[O:17])[C:9]1[CH:14]=[CH:13][C:12]([CH2:15][I:1])=[CH:11][CH:10]=1)([CH3:6])([CH3:5])[CH3:4], predict the reactants needed to synthesize it. The reactants are: [I-:1].[Na+].[C:3]([O:7][C:8](=[O:17])[C:9]1[CH:14]=[CH:13][C:12]([CH2:15]Cl)=[CH:11][CH:10]=1)([CH3:6])([CH3:5])[CH3:4]. (4) Given the product [CH3:1][C:2]1[C:7]([NH2:18])=[CH:6][N:5]=[C:4]([S:13][CH3:14])[N:3]=1, predict the reactants needed to synthesize it. The reactants are: [CH3:1][C:2]1[C:7](C(OCC)=O)=[CH:6][N:5]=[C:4]([S:13][CH3:14])[N:3]=1.CSC1N=CC(C(OC)=O)=C[N:18]=1.[OH-].[Na+].C1(P(N=[N+]=[N-])(C2C=CC=CC=2)=O)C=CC=CC=1.C(=O)(O)[O-].[Na+].